From a dataset of NCI-60 drug combinations with 297,098 pairs across 59 cell lines. Regression. Given two drug SMILES strings and cell line genomic features, predict the synergy score measuring deviation from expected non-interaction effect. Drug 1: CC1=C(C(=CC=C1)Cl)NC(=O)C2=CN=C(S2)NC3=CC(=NC(=N3)C)N4CCN(CC4)CCO. Drug 2: CC1=C(C(=O)C2=C(C1=O)N3CC4C(C3(C2COC(=O)N)OC)N4)N. Cell line: HOP-92. Synergy scores: CSS=14.6, Synergy_ZIP=-0.0416, Synergy_Bliss=5.41, Synergy_Loewe=2.02, Synergy_HSA=5.91.